This data is from Forward reaction prediction with 1.9M reactions from USPTO patents (1976-2016). The task is: Predict the product of the given reaction. Given the reactants O[C:2]1[CH:11]=[C:10]2[C:5]([C:6]([O:12][C:13]3[CH:14]=[CH:15][C:16]([NH:19][C:20]([C:22]4[C:23](=[O:35])[N:24](C5C=CC=CC=5)N(C)[C:26]=4[CH3:27])=[O:21])=[N:17][CH:18]=3)=[CH:7][CH:8]=[N:9]2)=[CH:4][C:3]=1[O:36][CH3:37].CS([O:42][CH2:43][CH2:44][CH2:45][N:46]1[CH2:52][CH:51]([OH:53])[C:48]2([CH2:50][CH2:49]2)[CH2:47]1)(=O)=O.C([O-])([O-])=O.[Cs+].[Cs+], predict the reaction product. The product is: [OH:53][CH:51]1[C:48]2([CH2:50][CH2:49]2)[CH2:47][N:46]([CH2:45][CH2:44][CH2:43][O:42][C:2]2[CH:11]=[C:10]3[C:5]([C:6]([O:12][C:13]4[CH:14]=[CH:15][C:16]([N:19]([C:2]5[CH:11]=[CH:10][CH:5]=[CH:4][CH:3]=5)[C:20]([C:22]5([C:23]([NH2:24])=[O:35])[CH2:27][CH2:26]5)=[O:21])=[N:17][CH:18]=4)=[CH:7][CH:8]=[N:9]3)=[CH:4][C:3]=2[O:36][CH3:37])[CH2:52]1.